From a dataset of NCI-60 drug combinations with 297,098 pairs across 59 cell lines. Regression. Given two drug SMILES strings and cell line genomic features, predict the synergy score measuring deviation from expected non-interaction effect. Drug 1: C1CN1C2=NC(=NC(=N2)N3CC3)N4CC4. Drug 2: C1CC(=O)NC(=O)C1N2CC3=C(C2=O)C=CC=C3N. Cell line: DU-145. Synergy scores: CSS=30.1, Synergy_ZIP=1.20, Synergy_Bliss=4.74, Synergy_Loewe=-5.96, Synergy_HSA=3.63.